This data is from Forward reaction prediction with 1.9M reactions from USPTO patents (1976-2016). The task is: Predict the product of the given reaction. Given the reactants [OH:1][C:2]1[C:3]2[N:4]([C:10]([C:14]([O:16][CH2:17][CH3:18])=[O:15])=[C:11]([CH3:13])[N:12]=2)[CH:5]=[C:6]([CH2:8][OH:9])[CH:7]=1.CN(C=O)C.C(=O)([O-])[O-].[Cs+].[Cs+].[F:30][C:31]1[CH:38]=[CH:37][CH:36]=[C:35]([F:39])[C:32]=1[CH2:33]Br, predict the reaction product. The product is: [F:30][C:31]1[CH:38]=[CH:37][CH:36]=[C:35]([F:39])[C:32]=1[CH2:33][O:1][C:2]1[C:3]2[N:4]([C:10]([C:14]([O:16][CH2:17][CH3:18])=[O:15])=[C:11]([CH3:13])[N:12]=2)[CH:5]=[C:6]([CH2:8][OH:9])[CH:7]=1.